The task is: Predict which catalyst facilitates the given reaction.. This data is from Catalyst prediction with 721,799 reactions and 888 catalyst types from USPTO. (1) Reactant: [CH3:1][O:2][C:3]([C:5]1[S:6][C:7]([C:30]#[C:31][C:32]([CH3:35])([CH3:34])[CH3:33])=[CH:8][C:9]=1[N:10]([CH:20]1[CH2:29][CH2:28][C:23]2(OCC[O:24]2)[CH2:22][CH2:21]1)[C:11]([C@H:13]1[CH2:18][CH2:17][C@H:16]([CH3:19])[CH2:15][CH2:14]1)=[O:12])=[O:4].Cl.O. Product: [CH3:1][O:2][C:3]([C:5]1[S:6][C:7]([C:30]#[C:31][C:32]([CH3:33])([CH3:35])[CH3:34])=[CH:8][C:9]=1[N:10]([C:11]([C@H:13]1[CH2:14][CH2:15][C@H:16]([CH3:19])[CH2:17][CH2:18]1)=[O:12])[CH:20]1[CH2:21][CH2:22][C:23](=[O:24])[CH2:28][CH2:29]1)=[O:4]. The catalyst class is: 7. (2) Product: [Cl:38][C:26]1[C:27]([C:29]2[C:37]3[C:32](=[CH:33][CH:34]=[CH:35][CH:36]=3)[NH:31][CH:30]=2)=[N:28][C:23]([NH:22][CH:19]2[CH2:20][CH2:21][N:16]([CH2:15][C:12]3[CH:11]=[CH:10][C:9]([NH:8][C:6](=[O:7])/[CH:5]=[CH:4]/[CH2:3][NH:2][S:40]([CH3:39])(=[O:42])=[O:41])=[CH:14][CH:13]=3)[CH2:17][CH2:18]2)=[N:24][CH:25]=1. The catalyst class is: 2. Reactant: Cl.[NH2:2][CH2:3]/[CH:4]=[CH:5]/[C:6]([NH:8][C:9]1[CH:14]=[CH:13][C:12]([CH2:15][N:16]2[CH2:21][CH2:20][CH:19]([NH:22][C:23]3[N:28]=[C:27]([C:29]4[C:37]5[C:32](=[CH:33][CH:34]=[CH:35][CH:36]=5)[NH:31][CH:30]=4)[C:26]([Cl:38])=[CH:25][N:24]=3)[CH2:18][CH2:17]2)=[CH:11][CH:10]=1)=[O:7].[CH3:39][S:40](Cl)(=[O:42])=[O:41].Cl.